This data is from NCI-60 drug combinations with 297,098 pairs across 59 cell lines. The task is: Regression. Given two drug SMILES strings and cell line genomic features, predict the synergy score measuring deviation from expected non-interaction effect. (1) Drug 1: CC(CN1CC(=O)NC(=O)C1)N2CC(=O)NC(=O)C2. Drug 2: C1=CC(=CC=C1CC(C(=O)O)N)N(CCCl)CCCl.Cl. Cell line: OVCAR3. Synergy scores: CSS=41.8, Synergy_ZIP=3.59, Synergy_Bliss=13.6, Synergy_Loewe=10.2, Synergy_HSA=13.5. (2) Drug 1: CC1=C2C(C(=O)C3(C(CC4C(C3C(C(C2(C)C)(CC1OC(=O)C(C(C5=CC=CC=C5)NC(=O)C6=CC=CC=C6)O)O)OC(=O)C7=CC=CC=C7)(CO4)OC(=O)C)O)C)OC(=O)C. Drug 2: C(CC(=O)O)C(=O)CN.Cl. Cell line: HL-60(TB). Synergy scores: CSS=44.7, Synergy_ZIP=-9.04, Synergy_Bliss=-13.8, Synergy_Loewe=-48.3, Synergy_HSA=-13.6. (3) Drug 1: CC(C)(C#N)C1=CC(=CC(=C1)CN2C=NC=N2)C(C)(C)C#N. Drug 2: COC1=NC(=NC2=C1N=CN2C3C(C(C(O3)CO)O)O)N. Cell line: NCI-H522. Synergy scores: CSS=-6.47, Synergy_ZIP=3.75, Synergy_Bliss=-0.672, Synergy_Loewe=-7.68, Synergy_HSA=-7.75. (4) Drug 1: CN(C)C1=NC(=NC(=N1)N(C)C)N(C)C. Drug 2: CC1CCC2CC(C(=CC=CC=CC(CC(C(=O)C(C(C(=CC(C(=O)CC(OC(=O)C3CCCCN3C(=O)C(=O)C1(O2)O)C(C)CC4CCC(C(C4)OC)OCCO)C)C)O)OC)C)C)C)OC. Cell line: OVCAR3. Synergy scores: CSS=10.1, Synergy_ZIP=-6.52, Synergy_Bliss=-3.17, Synergy_Loewe=-18.2, Synergy_HSA=-5.34.